This data is from Full USPTO retrosynthesis dataset with 1.9M reactions from patents (1976-2016). The task is: Predict the reactants needed to synthesize the given product. (1) The reactants are: [CH3:1][O:2][C:3]1[CH:4]=[C:5]([CH:11]([OH:27])[C@@H:12]2[C@:21]3([CH3:22])[C@H:16]([C:17]([CH3:24])([CH3:23])[CH2:18][CH2:19][CH2:20]3)[CH2:15][CH2:14][C@@:13]2([CH3:26])[OH:25])[CH:6]=[C:7]([O:9][CH3:10])[CH:8]=1.C1C=C[NH+]=CC=1.[O-][Cr](Cl)(=O)=O. Given the product [CH3:10][O:9][C:7]1[CH:6]=[C:5]([C:11]([C@@H:12]2[C@:21]3([CH3:22])[C@H:16]([C:17]([CH3:24])([CH3:23])[CH2:18][CH2:19][CH2:20]3)[CH2:15][CH2:14][C@@:13]2([CH3:26])[OH:25])=[O:27])[CH:4]=[C:3]([O:2][CH3:1])[CH:8]=1, predict the reactants needed to synthesize it. (2) Given the product [Cl:8][C:9]1[CH:10]=[C:11]2[C:15](=[CH:16][CH:17]=1)[C:14](=[O:18])[NH:13][CH:12]2[CH2:20][CH3:21], predict the reactants needed to synthesize it. The reactants are: C([SiH](CC)CC)C.[Cl:8][C:9]1[CH:10]=[C:11]2[C:15](=[CH:16][CH:17]=1)[C:14](=[O:18])[NH:13][C:12]2([CH2:20][CH3:21])O.ClC1C=C2C(C(CC)(O)NC2=O)=CC=1. (3) Given the product [S:31]1[CH:32]=[CH:2][CH:3]=[C:1]1[CH2:4][CH2:5][O:6][C:7]1[CH:8]=[CH:9][C:10]([C:11]([NH:13][CH2:14][C:15]([OH:17])=[O:16])=[O:12])=[CH:18][CH:19]=1, predict the reactants needed to synthesize it. The reactants are: [CH:1]1([CH2:4][CH2:5][O:6][C:7]2[CH:19]=[CH:18][C:10]([C:11]([NH:13][CH2:14][C:15]([OH:17])=[O:16])=[O:12])=[CH:9][CH:8]=2)[CH2:3][CH2:2]1.OC1C=CC(C(OC)=O)=CC=1.[S:31]1C=CC=[C:32]1CCO. (4) Given the product [Br:9][C:4]1[S:3][C:2]([Cl:1])=[C:6]([CH2:7][OH:8])[CH:5]=1, predict the reactants needed to synthesize it. The reactants are: [Cl:1][C:2]1[S:3][CH:4]=[CH:5][C:6]=1[CH2:7][OH:8].[Br:9]N1C(=O)CCC1=O.S([O-])([O-])(=O)=S.[Na+].[Na+].